This data is from Catalyst prediction with 721,799 reactions and 888 catalyst types from USPTO. The task is: Predict which catalyst facilitates the given reaction. (1) Reactant: [CH3:1][O:2][C:3]1[CH:8]=[CH:7][C:6]([C:9]2[C:10]3[CH:11]=[CH:12][C:13]([Se:21][C:22]#[C:23][C:24]4[CH:33]=[CH:32][C:27]([C:28]([O:30]C)=[O:29])=[CH:26][CH:25]=4)=[CH:14][C:15]=3[C:16]([CH3:20])([CH3:19])[CH2:17][CH:18]=2)=[CH:5][CH:4]=1.[OH-].[Na+].Cl. Product: [CH3:1][O:2][C:3]1[CH:4]=[CH:5][C:6]([C:9]2[C:10]3[CH:11]=[CH:12][C:13]([Se:21][C:22]#[C:23][C:24]4[CH:25]=[CH:26][C:27]([C:28]([OH:30])=[O:29])=[CH:32][CH:33]=4)=[CH:14][C:15]=3[C:16]([CH3:20])([CH3:19])[CH2:17][CH:18]=2)=[CH:7][CH:8]=1. The catalyst class is: 30. (2) Reactant: [CH3:1][C:2]1C=C(C)C=C(C)C=1S([O-])(=O)=O.[NH2:14][N+:15]1[CH:20]=[C:19]([CH2:21][OH:22])[CH:18]=[CH:17][C:16]=1[O:23][CH3:24].[CH2:25]([O:27][CH:28]([O:34][CH2:35][CH3:36])[C:29]#[C:30][C:31]([OH:33])=[O:32])[CH3:26].C(=O)([O-])[O-].[K+].[K+]. Product: [CH2:1]([O:32][C:31]([C:30]1[C:29]([CH:28]([O:27][CH2:25][CH3:26])[O:34][CH2:35][CH3:36])=[N:14][N:15]2[C:16]([O:23][CH3:24])=[CH:17][CH:18]=[C:19]([CH2:21][OH:22])[C:20]=12)=[O:33])[CH3:2]. The catalyst class is: 3. (3) Reactant: [Cl:1][C:2]1[CH:10]=[CH:9][C:8]([O:11][CH2:12][C:13]2[CH:18]=[CH:17][CH:16]=[CH:15][CH:14]=2)=[C:7]2[C:3]=1[CH:4](O)[N:5]([C:20]1[CH:25]=[CH:24][C:23]([CH2:26][C:27]([O:29][CH2:30][CH3:31])=[O:28])=[CH:22][CH:21]=1)[C:6]2=[O:19].[Cl:33][C:34]1[CH:42]=[CH:41][C:40]([O:43][CH2:44][C:45]2[CH:50]=[CH:49][CH:48]=[CH:47][CH:46]=2)=[C:39]2[C:35]=1[C:36](=[O:64])[N:37]([C:52]1[CH:57]=[CH:56][C:55]([CH2:58][C:59]([O:61][CH2:62][CH3:63])=[O:60])=[CH:54][CH:53]=1)[CH:38]2O.C([SiH](CC)CC)C. Product: [Cl:1][C:2]1[CH:10]=[CH:9][C:8]([O:11][CH2:12][C:13]2[CH:18]=[CH:17][CH:16]=[CH:15][CH:14]=2)=[C:7]2[C:3]=1[CH2:4][N:5]([C:20]1[CH:21]=[CH:22][C:23]([CH2:26][C:27]([O:29][CH2:30][CH3:31])=[O:28])=[CH:24][CH:25]=1)[C:6]2=[O:19].[Cl:33][C:34]1[CH:42]=[CH:41][C:40]([O:43][CH2:44][C:45]2[CH:46]=[CH:47][CH:48]=[CH:49][CH:50]=2)=[C:39]2[C:35]=1[C:36](=[O:64])[N:37]([C:52]1[CH:53]=[CH:54][C:55]([CH2:58][C:59]([O:61][CH2:62][CH3:63])=[O:60])=[CH:56][CH:57]=1)[CH2:38]2. The catalyst class is: 55.